From a dataset of Full USPTO retrosynthesis dataset with 1.9M reactions from patents (1976-2016). Predict the reactants needed to synthesize the given product. Given the product [Cl:1][C:2]1[C:3]([CH:12]([CH3:16])[C:13](=[O:14])[CH3:15])=[N:4][CH:5]=[C:6]([C:8]([F:11])([F:9])[F:10])[CH:7]=1, predict the reactants needed to synthesize it. The reactants are: [Cl:1][C:2]1[C:3]([CH2:12][C:13]([CH3:15])=[O:14])=[N:4][CH:5]=[C:6]([C:8]([F:11])([F:10])[F:9])[CH:7]=1.[CH3:16]I.[OH-].[K+].O.